Dataset: Forward reaction prediction with 1.9M reactions from USPTO patents (1976-2016). Task: Predict the product of the given reaction. (1) Given the reactants Br[C:2]1[CH:10]=[CH:9][CH:8]=[C:7]2[C:3]=1[CH2:4][NH:5][C:6]2=[O:11].CC1(C)C(C)(C)OB([C:20]2[CH:26]=[CH:25][C:23]([NH2:24])=[CH:22][CH:21]=2)O1.C([O-])([O-])=O.[Na+].[Na+], predict the reaction product. The product is: [NH2:24][C:23]1[CH:25]=[CH:26][C:20]([C:2]2[CH:10]=[CH:9][CH:8]=[C:7]3[C:3]=2[CH2:4][NH:5][C:6]3=[O:11])=[CH:21][CH:22]=1. (2) Given the reactants C([CH:9]([O:16][C:17]([NH:19][CH2:20][C:21]1([CH2:27][C:28]([O:30][CH2:31][CH2:32][C:33]#[N:34])=[O:29])[CH2:26][CH2:25][CH2:24][CH2:23][CH2:22]1)=[O:18])[C:10]1[CH:15]=[CH:14][CH:13]=[CH:12][CH:11]=1)(=O)C1C=CC=CC=1.[CH:35]1[CH:40]=[C:39](Cl)[CH:38]=[C:37]([C:42]([O:44]O)=[O:43])[CH:36]=1.C([O-])([O-])=O.[Na+].[Na+], predict the reaction product. The product is: [C:42]([O:44][CH:9]([O:16][C:17]([NH:19][CH2:20][C:21]1([CH2:27][C:28]([O:30][CH2:31][CH2:32][C:33]#[N:34])=[O:29])[CH2:22][CH2:23][CH2:24][CH2:25][CH2:26]1)=[O:18])[C:10]1[CH:15]=[CH:14][CH:13]=[CH:12][CH:11]=1)(=[O:43])[C:37]1[CH:38]=[CH:39][CH:40]=[CH:35][CH:36]=1. (3) Given the reactants [NH2:1][C:2]1[CH:7]=[CH:6][C:5]([S:8][C:9]2[CH:17]=[CH:16][C:12]([C:13]([OH:15])=[O:14])=[CH:11][C:10]=2[N+:18]([O-:20])=[O:19])=[CH:4][CH:3]=1.C/C(/O[Si](C)(C)C)=N\[Si](C)(C)C.N1C=CC=CC=1.[CH:39]1[C:51]2[CH:50]([CH2:52][O:53][C:54](Cl)=[O:55])[C:49]3[C:44](=[CH:45][CH:46]=[CH:47][CH:48]=3)[C:43]=2[CH:42]=[CH:41][CH:40]=1.Cl, predict the reaction product. The product is: [CH:39]1[C:51]2[CH:50]([CH2:52][O:53][C:54]([NH:1][C:2]3[CH:3]=[CH:4][C:5]([S:8][C:9]4[CH:17]=[CH:16][C:12]([C:13]([OH:15])=[O:14])=[CH:11][C:10]=4[N+:18]([O-:20])=[O:19])=[CH:6][CH:7]=3)=[O:55])[C:49]3[C:44](=[CH:45][CH:46]=[CH:47][CH:48]=3)[C:43]=2[CH:42]=[CH:41][CH:40]=1. (4) Given the reactants [Cl:1][C:2]1[N:11]=[C:10](Cl)[C:9]2[C:4](=[CH:5][CH:6]=[CH:7][CH:8]=2)[N:3]=1.[NH2:13][CH:14]1[CH2:19][CH2:18][N:17]([C:20]([O:22][C:23]([CH3:26])([CH3:25])[CH3:24])=[O:21])[CH2:16][CH2:15]1, predict the reaction product. The product is: [Cl:1][C:2]1[N:11]=[C:10]([NH:13][CH:14]2[CH2:15][CH2:16][N:17]([C:20]([O:22][C:23]([CH3:26])([CH3:25])[CH3:24])=[O:21])[CH2:18][CH2:19]2)[C:9]2[C:4](=[CH:5][CH:6]=[CH:7][CH:8]=2)[N:3]=1. (5) Given the reactants C([Li])CCC.Br[C:7]1[CH:12]=[CH:11][CH:10]=[CH:9][N:8]=1.[CH3:13][Sn:14](Cl)([CH3:16])[CH3:15].C1COCC1, predict the reaction product. The product is: [CH3:13][Sn:14]([CH3:16])([CH3:15])[C:7]1[CH:12]=[CH:11][CH:10]=[CH:9][N:8]=1. (6) Given the reactants [N+:1]([C:4]1[CH:30]=[CH:29][CH:28]=[CH:27][C:5]=1[CH2:6][C:7]1[C:11]2[C:12](=[O:26])[N:13]([C:20]3[CH:25]=[CH:24][CH:23]=[CH:22][CH:21]=3)[C:14]3[N:15]=[CH:16][CH:17]=[CH:18][C:19]=3[C:10]=2[NH:9][N:8]=1)([O-])=O, predict the reaction product. The product is: [NH2:1][C:4]1[CH:30]=[CH:29][CH:28]=[CH:27][C:5]=1[CH2:6][C:7]1[C:11]2[C:12](=[O:26])[N:13]([C:20]3[CH:25]=[CH:24][CH:23]=[CH:22][CH:21]=3)[C:14]3[N:15]=[CH:16][CH:17]=[CH:18][C:19]=3[C:10]=2[NH:9][N:8]=1. (7) The product is: [CH2:13]([O:12][C:10]([N:9]1[C@H:4]([CH2:3][O:2][CH3:1])[CH2:5][CH2:6][C@H:7]([C:20]([OH:22])=[O:21])[CH2:8]1)=[O:11])[C:14]1[CH:19]=[CH:18][CH:17]=[CH:16][CH:15]=1. Given the reactants [CH3:1][O:2][CH2:3][C@H:4]1[N:9]([C:10]([O:12][CH2:13][C:14]2[CH:19]=[CH:18][CH:17]=[CH:16][CH:15]=2)=[O:11])[CH2:8][C@@H:7]([C:20]([O:22]C)=[O:21])[CH2:6][CH2:5]1.O.[OH-].[Li+], predict the reaction product. (8) Given the reactants [NH2:1][C:2]1[N:7]=[C:6]([CH3:8])[C:5]([CH2:9][CH2:10][CH2:11][N:12]([CH2:17][C:18]2[CH:19]=[C:20]([CH2:24][C:25]([O:27][CH3:28])=[O:26])[CH:21]=[CH:22][CH:23]=2)[C:13](=[O:16])[CH2:14]Cl)=[C:4]([NH:29][CH2:30][CH2:31][CH2:32][CH2:33][CH3:34])[N:3]=1.[CH3:35][NH:36][CH3:37], predict the reaction product. The product is: [NH2:1][C:2]1[N:7]=[C:6]([CH3:8])[C:5]([CH2:9][CH2:10][CH2:11][N:12]([CH2:17][C:18]2[CH:19]=[C:20]([CH2:24][C:25]([O:27][CH3:28])=[O:26])[CH:21]=[CH:22][CH:23]=2)[C:13](=[O:16])[CH2:14][N:36]([CH3:37])[CH3:35])=[C:4]([NH:29][CH2:30][CH2:31][CH2:32][CH2:33][CH3:34])[N:3]=1. (9) Given the reactants [Br:1][C:2]1[CH:3]=[C:4]2[C:8](=[CH:9][C:10]=1[N+:11]([O-:13])=[O:12])[NH:7][CH2:6][CH2:5]2.[CH3:14][C:15]([O:18][C:19](O[C:19]([O:18][C:15]([CH3:17])([CH3:16])[CH3:14])=[O:20])=[O:20])([CH3:17])[CH3:16].CCN(CC)CC.O, predict the reaction product. The product is: [Br:1][C:2]1[CH:3]=[C:4]2[C:8](=[CH:9][C:10]=1[N+:11]([O-:13])=[O:12])[N:7]([C:19]([O:18][C:15]([CH3:17])([CH3:16])[CH3:14])=[O:20])[CH2:6][CH2:5]2. (10) The product is: [CH2:35]([O:34][CH2:33][C:27]1[N:28]([CH2:29][CH:30]([CH3:32])[CH3:31])[C:19]2[C:18]3[N:17]=[CH:16][C:15]([N:9]4[CH:13]=[CH:12][N:11]=[CH:10]4)=[CH:24][C:23]=3[N:22]=[C:21]([NH2:25])[C:20]=2[N:26]=1)[CH3:36]. Given the reactants P([O-])([O-])([O-])=O.[K+].[K+].[K+].[NH:9]1[CH:13]=[CH:12][N:11]=[CH:10]1.Br[C:15]1[CH:16]=[N:17][C:18]2[C:19]3[N:28]([CH2:29][CH:30]([CH3:32])[CH3:31])[C:27]([CH2:33][O:34][CH2:35][CH3:36])=[N:26][C:20]=3[C:21]([NH2:25])=[N:22][C:23]=2[CH:24]=1.N[C@@H]1CCCC[C@H]1N, predict the reaction product.